From a dataset of Full USPTO retrosynthesis dataset with 1.9M reactions from patents (1976-2016). Predict the reactants needed to synthesize the given product. (1) Given the product [F:30][C:4]1[CH:3]=[C:2]([NH:1][C:56]([NH:55][C:53](=[O:54])[CH2:52][C:46]2[CH:47]=[CH:48][CH:49]=[CH:50][CH:51]=2)=[S:57])[CH:29]=[CH:28][C:5]=1[O:6][C:7]1[N:12]=[CH:11][N:10]=[C:9]([NH:13][C:14]([N:16]2[CH2:21][CH2:20][CH:19]([CH2:22][N:23]3[CH2:27][CH2:26][CH2:25][CH2:24]3)[CH2:18][CH2:17]2)=[O:15])[CH:8]=1, predict the reactants needed to synthesize it. The reactants are: [NH2:1][C:2]1[CH:29]=[CH:28][C:5]([O:6][C:7]2[N:12]=[CH:11][N:10]=[C:9]([NH:13][C:14]([N:16]3[CH2:21][CH2:20][CH:19]([CH2:22][N:23]4[CH2:27][CH2:26][CH2:25][CH2:24]4)[CH2:18][CH2:17]3)=[O:15])[CH:8]=2)=[C:4]([F:30])[CH:3]=1.[C@]12(CS(O)(=O)=O)C(C)(C)C(CC1)CC2=O.[C:46]1([CH2:52][C:53]([N:55]=[C:56]=[S:57])=[O:54])[CH:51]=[CH:50][CH:49]=[CH:48][CH:47]=1.C(OCC)C. (2) The reactants are: C[O:2][C:3](=O)[CH2:4][CH2:5][CH2:6][CH2:7][CH2:8][CH2:9][C:10]([NH:12][C:13]1[CH:22]=[CH:21][C:16]([C:17]([O:19][CH3:20])=[O:18])=[CH:15][CH:14]=1)=[O:11].[NH2:24][OH:25].O.CO.CCOC(C)=O.CC(O)=O.CC#N. Given the product [OH:25][NH:24][C:3](=[O:2])[CH2:4][CH2:5][CH2:6][CH2:7][CH2:8][CH2:9][C:10]([NH:12][C:13]1[CH:22]=[CH:21][C:16]([C:17]([O:19][CH3:20])=[O:18])=[CH:15][CH:14]=1)=[O:11], predict the reactants needed to synthesize it. (3) Given the product [CH3:19][O:18][C:14]1[N:13]=[C:12]([C:7]2[CH:6]=[CH:5][S:4][C:3]=2[CH:1]=[O:2])[CH:17]=[CH:16][CH:15]=1, predict the reactants needed to synthesize it. The reactants are: [CH:1]([C:3]1[S:4][CH:5]=[CH:6][C:7]=1B(O)O)=[O:2].Br[C:12]1[CH:17]=[CH:16][CH:15]=[C:14]([O:18][CH3:19])[N:13]=1.C(=O)([O-])[O-].[Na+].[Na+].[Na+].[Cl-].